Task: Regression. Given a peptide amino acid sequence and an MHC pseudo amino acid sequence, predict their binding affinity value. This is MHC class II binding data.. Dataset: Peptide-MHC class II binding affinity with 134,281 pairs from IEDB (1) The MHC is DRB1_0701 with pseudo-sequence DRB1_0701. The peptide sequence is IKVLVAMASINTLTL. The binding affinity (normalized) is 0.181. (2) The peptide sequence is GELDIVDKIDAAFKI. The MHC is DRB1_1302 with pseudo-sequence DRB1_1302. The binding affinity (normalized) is 0.629. (3) The peptide sequence is AEHQAIVRDVLAASD. The MHC is HLA-DQA10101-DQB10501 with pseudo-sequence HLA-DQA10101-DQB10501. The binding affinity (normalized) is 0.340. (4) The peptide sequence is AFKVYATAANAAPAN. The MHC is DRB1_0901 with pseudo-sequence DRB1_0901. The binding affinity (normalized) is 0.723. (5) The peptide sequence is INEPTAATIAYGLDR. The MHC is HLA-DQA10501-DQB10301 with pseudo-sequence HLA-DQA10501-DQB10301. The binding affinity (normalized) is 0.904. (6) The peptide sequence is EEFVSLASRFLVEED. The MHC is DRB1_1201 with pseudo-sequence DRB1_1201. The binding affinity (normalized) is 0.610.